From a dataset of Catalyst prediction with 721,799 reactions and 888 catalyst types from USPTO. Predict which catalyst facilitates the given reaction. (1) Reactant: Br.Br[CH2:3][C:4]([C:6]1[CH:11]=[CH:10][N:9]=[CH:8][CH:7]=1)=O.[C:12]([NH2:20])(=[NH:19])[C:13]1[CH:18]=[CH:17][CH:16]=[CH:15][CH:14]=1.O. Product: [C:13]1([C:12]2[NH:19][CH:3]=[C:4]([C:6]3[CH:11]=[CH:10][N:9]=[CH:8][CH:7]=3)[N:20]=2)[CH:18]=[CH:17][CH:16]=[CH:15][CH:14]=1. The catalyst class is: 3. (2) Reactant: [NH2:1][C@H:2](C(N)=O)[CH2:3][C:4]1C=CC(O)=C[CH:5]=1.Cl.C([N:17]([CH2:20]C)[CH2:18][CH3:19])C. Product: [N:17]1[C:18]2[CH:19]=[CH:5][CH:4]=[CH:3][C:2]=2[NH:1][CH:20]=1. The catalyst class is: 12. (3) Reactant: [Si:1](Cl)([C:4]([CH3:7])([CH3:6])[CH3:5])([CH3:3])[CH3:2].[CH2:9]([OH:13])[CH:10]([OH:12])[CH3:11].C(N(CC)CC)C. The catalyst class is: 2. Product: [C:4]([Si:1]([CH3:3])([CH3:2])[O:13][CH2:9][CH:10]([OH:12])[CH3:11])([CH3:7])([CH3:6])[CH3:5]. (4) Reactant: [C:1]1([P:7]([C:14]2[CH:19]=[CH:18][CH:17]=[CH:16][CH:15]=2)[C:8]2[CH:13]=[CH:12][CH:11]=[CH:10][CH:9]=2)[CH:6]=[CH:5][CH:4]=[CH:3][CH:2]=1.C(C1C=CC(OC)=C(C[OH:31])C=1)(C)(C)C.C(Br)(Br)(Br)Br.CCCCCCC. Product: [C:14]1([P:7](=[O:31])([C:1]2[CH:2]=[CH:3][CH:4]=[CH:5][CH:6]=2)[C:8]2[CH:13]=[CH:12][CH:11]=[CH:10][CH:9]=2)[CH:15]=[CH:16][CH:17]=[CH:18][CH:19]=1. The catalyst class is: 2. (5) Reactant: [Br:1][C:2]1[CH:7]=[CH:6][C:5]([C:8]2[CH:13]=[CH:12][C:11](Br)=[CH:10][CH:9]=2)=[CH:4][CH:3]=1.C([Li])CCC.[B:20](OC)([O:23]C)[O:21]C.O.Cl. Product: [Br:1][C:2]1[CH:7]=[CH:6][C:5]([C:8]2[CH:13]=[CH:12][C:11]([B:20]([OH:23])[OH:21])=[CH:10][CH:9]=2)=[CH:4][CH:3]=1. The catalyst class is: 7. (6) Reactant: [F:1][C:2]([F:13])([F:12])[C:3]1[N:8]=[CH:7][C:6]([C:9]([OH:11])=O)=[CH:5][CH:4]=1.CN(C(ON1N=NC2C=CC=NC1=2)=[N+](C)C)C.F[P-](F)(F)(F)(F)F.CCN(C(C)C)C(C)C.[CH:47]1([NH2:53])[CH2:52][CH2:51][CH2:50][CH2:49][CH2:48]1. Product: [CH:47]1([NH:53][C:9]([C:6]2[CH:7]=[N:8][C:3]([C:2]([F:1])([F:13])[F:12])=[CH:4][CH:5]=2)=[O:11])[CH2:52][CH2:51][CH2:50][CH2:49][CH2:48]1. The catalyst class is: 3.